Dataset: NCI-60 drug combinations with 297,098 pairs across 59 cell lines. Task: Regression. Given two drug SMILES strings and cell line genomic features, predict the synergy score measuring deviation from expected non-interaction effect. (1) Drug 1: C1=NC2=C(N=C(N=C2N1C3C(C(C(O3)CO)O)O)F)N. Drug 2: CC(C)NC(=O)C1=CC=C(C=C1)CNNC.Cl. Cell line: ACHN. Synergy scores: CSS=-0.313, Synergy_ZIP=-0.0384, Synergy_Bliss=1.51, Synergy_Loewe=-2.18, Synergy_HSA=-1.54. (2) Drug 1: C1CCC(CC1)NC(=O)N(CCCl)N=O. Drug 2: C1C(C(OC1N2C=NC(=NC2=O)N)CO)O. Cell line: SW-620. Synergy scores: CSS=36.5, Synergy_ZIP=-7.56, Synergy_Bliss=-0.0947, Synergy_Loewe=-4.48, Synergy_HSA=2.49. (3) Drug 1: CN(CC1=CN=C2C(=N1)C(=NC(=N2)N)N)C3=CC=C(C=C3)C(=O)NC(CCC(=O)O)C(=O)O. Drug 2: B(C(CC(C)C)NC(=O)C(CC1=CC=CC=C1)NC(=O)C2=NC=CN=C2)(O)O. Cell line: UACC62. Synergy scores: CSS=54.2, Synergy_ZIP=-1.85, Synergy_Bliss=-3.31, Synergy_Loewe=-10.7, Synergy_HSA=-1.74. (4) Drug 1: CN1CCC(CC1)COC2=C(C=C3C(=C2)N=CN=C3NC4=C(C=C(C=C4)Br)F)OC. Drug 2: C1=CN(C(=O)N=C1N)C2C(C(C(O2)CO)O)O.Cl. Cell line: SN12C. Synergy scores: CSS=42.4, Synergy_ZIP=0.604, Synergy_Bliss=8.85, Synergy_Loewe=7.55, Synergy_HSA=12.3.